From a dataset of NCI-60 drug combinations with 297,098 pairs across 59 cell lines. Regression. Given two drug SMILES strings and cell line genomic features, predict the synergy score measuring deviation from expected non-interaction effect. (1) Drug 1: C1CC(=O)NC(=O)C1N2CC3=C(C2=O)C=CC=C3N. Drug 2: C(CCl)NC(=O)N(CCCl)N=O. Cell line: U251. Synergy scores: CSS=11.3, Synergy_ZIP=-2.31, Synergy_Bliss=1.83, Synergy_Loewe=3.42, Synergy_HSA=3.48. (2) Drug 1: C1=C(C(=O)NC(=O)N1)N(CCCl)CCCl. Drug 2: CC(C)CN1C=NC2=C1C3=CC=CC=C3N=C2N. Cell line: A549. Synergy scores: CSS=29.3, Synergy_ZIP=5.80, Synergy_Bliss=8.08, Synergy_Loewe=5.98, Synergy_HSA=6.63.